Dataset: Reaction yield outcomes from USPTO patents with 853,638 reactions. Task: Predict the reaction yield, written as a fraction of the theoretical maximum amount of product (1.0 means a 100% yield; for example, 0.34 means a 34% yield). (1) The reactants are [NH2:1][C:2]1[CH:7]=[CH:6][CH:5]=[CH:4][C:3]=1[C:8]1[NH:9][C:10]2[C:15]([CH:16]=1)=[CH:14][CH:13]=[CH:12][CH:11]=2.[C:17]1([CH2:23][C:24](O)=[O:25])[CH:22]=[CH:21][CH:20]=[CH:19][CH:18]=1. No catalyst specified. The product is [NH:9]1[C:10]2[C:15](=[CH:14][CH:13]=[CH:12][CH:11]=2)[CH:16]=[C:8]1[C:3]1[CH:4]=[CH:5][CH:6]=[CH:7][C:2]=1[NH:1][C:24](=[O:25])[CH2:23][C:17]1[CH:22]=[CH:21][CH:20]=[CH:19][CH:18]=1. The yield is 0.620. (2) The reactants are [CH3:1][C:2]1[CH:7]=[CH:6][C:5]([S:8]([O:11][CH2:12][CH:13]2[CH2:17][C:16]3[CH:18]=[C:19]([CH:23]4[CH2:27][CH2:26][CH2:25][CH2:24]4)[CH:20]=[C:21](Br)[C:15]=3[O:14]2)(=[O:10])=[O:9])=[CH:4][CH:3]=1.C[C:29]1[CH:34]=[CH:33][CH:32]=[CH:31][C:30]=1B(O)O.C(C1C=CC=CC=1B1OC(C)(C)C(C)(C)O1)(C)C. No catalyst specified. The product is [CH3:1][C:2]1[CH:7]=[CH:6][C:5]([S:8]([O:11][CH2:12][CH:13]2[CH2:17][C:16]3[CH:18]=[C:19]([CH:23]4[CH2:27][CH2:26][CH2:25][CH2:24]4)[CH:20]=[C:21]([C:29]4[CH:34]=[CH:33][CH:32]=[CH:31][CH:30]=4)[C:15]=3[O:14]2)(=[O:10])=[O:9])=[CH:4][CH:3]=1. The yield is 0.990. (3) The reactants are N1([C:6]([N:8]2[CH2:12][CH:11]=[N:10]C2)=[S:7])CC=NC1.[Cl:13][C:14]1[C:19]([S:20][CH3:21])=[C:18]([N:22]2[CH2:27][CH2:26][O:25][CH2:24][CH2:23]2)[N:17]=[C:16]([C:28]2[CH:33]=[CH:32][C:31]([NH2:34])=[CH:30][CH:29]=2)[N:15]=1.[C:35]1(N)[C:36](N)=CC=[CH:39][CH:40]=1. The catalyst is CC#N. The product is [NH2:10][C:11]1[CH:39]=[CH:40][CH:35]=[CH:36][C:12]=1[NH:8][C:6]([NH:34][C:31]1[CH:32]=[CH:33][C:28]([C:16]2[N:15]=[C:14]([Cl:13])[C:19]([S:20][CH3:21])=[C:18]([N:22]3[CH2:27][CH2:26][O:25][CH2:24][CH2:23]3)[N:17]=2)=[CH:29][CH:30]=1)=[S:7]. The yield is 0.685. (4) The reactants are OC1C=C(N[C:9]2[N:14]=[C:13]([NH:15][C:16]3[CH:21]=[CH:20][CH:19]=[C:18]([OH:22])[CH:17]=3)[C:12]([F:23])=[CH:11][N:10]=2)C=CC=1.[OH:24][C:25]1[C:26]([CH3:32])=[C:27]([CH:29]=[CH:30][CH:31]=1)[NH2:28].Cl[C:34]1N=C(Cl)C(F)=CN=1. No catalyst specified. The product is [OH:24][C:25]1[C:26]([CH3:32])=[C:27]([NH:28][C:9]2[N:14]=[C:13]([NH:15][C:16]3[CH:21]=[CH:20][CH:19]=[C:18]([OH:22])[C:17]=3[CH3:34])[C:12]([F:23])=[CH:11][N:10]=2)[CH:29]=[CH:30][CH:31]=1. The yield is 0.880. (5) The reactants are [NH2:1][C:2]1[CH:31]=[CH:30][C:5]([O:6][C:7]2[CH:12]=[CH:11][N:10]=[C:9]3[CH:13]=[C:14]([C:16]4[CH:21]=[CH:20][C:19]([C:22]([N:24]5[CH2:29][CH2:28][O:27][CH2:26][CH2:25]5)=[O:23])=[CH:18][CH:17]=4)[S:15][C:8]=23)=[C:4]([F:32])[CH:3]=1.[CH3:33][N:34]1[CH:39]=[CH:38][N:37]=[C:36]([C:40](O)=[O:41])[C:35]1=[O:43].O=C1NC=CN=C1C(OC)=O.IC. No catalyst specified. The product is [F:32][C:4]1[CH:3]=[C:2]([NH:1][C:40]([C:36]2[C:35](=[O:43])[N:34]([CH3:33])[CH:39]=[CH:38][N:37]=2)=[O:41])[CH:31]=[CH:30][C:5]=1[O:6][C:7]1[CH:12]=[CH:11][N:10]=[C:9]2[CH:13]=[C:14]([C:16]3[CH:17]=[CH:18][C:19]([C:22]([N:24]4[CH2:25][CH2:26][O:27][CH2:28][CH2:29]4)=[O:23])=[CH:20][CH:21]=3)[S:15][C:8]=12. The yield is 0.250.